Task: Regression/Classification. Given a drug SMILES string, predict its toxicity properties. Task type varies by dataset: regression for continuous values (e.g., LD50, hERG inhibition percentage) or binary classification for toxic/non-toxic outcomes (e.g., AMES mutagenicity, cardiotoxicity, hepatotoxicity). Dataset: ames.. Dataset: Ames mutagenicity test results for genotoxicity prediction (1) The molecule is O=[N+]([O-])c1cc([N+](=O)[O-])c2ccc(S(=O)(=O)O)cc2c1O. The result is 1 (mutagenic). (2) The compound is CN(C)N. The result is 1 (mutagenic). (3) The molecule is COC(=O)c1cc(Cc2ccc(N)c(C(=O)OC)c2)ccc1N. The result is 1 (mutagenic). (4) The molecule is Clc1cccnc1Cl. The result is 1 (mutagenic). (5) The compound is ClCC(Br)CCl. The result is 1 (mutagenic). (6) The compound is CCCCOC[C@H]1CO1. The result is 1 (mutagenic). (7) The drug is S=C(NC1CCCCC1)NC1CCCCC1. The result is 0 (non-mutagenic).